Dataset: Full USPTO retrosynthesis dataset with 1.9M reactions from patents (1976-2016). Task: Predict the reactants needed to synthesize the given product. (1) Given the product [Br:1][C:2]1[CH:3]=[CH:4][C:5]([O:6][CH2:7][C:8]2[N:12]([C:13]3[C:18]([Cl:19])=[CH:17][CH:16]=[CH:15][C:14]=3[Cl:20])[N:11]=[C:10]([CH:21]([CH3:23])[CH3:22])[CH:9]=2)=[CH:25][CH:26]=1, predict the reactants needed to synthesize it. The reactants are: [Br:1][C:2]1[CH:26]=[CH:25][C:5]([O:6][CH2:7][C:8]2[N:12]([C:13]3[C:18]([Cl:19])=[CH:17][CH:16]=[CH:15][C:14]=3[Cl:20])[N:11]=[C:10]([C:21](O)([CH3:23])[CH3:22])[CH:9]=2)=[CH:4][CH:3]=1.C([SiH](CC)CC)C.FC(F)(F)C(O)=O. (2) Given the product [C:2]([C@H:8]1[CH2:7][C@@H:6]([C:4]([OH:13])=[O:5])[C:9]1([CH3:11])[CH3:10])(=[O:18])[CH3:3], predict the reactants needed to synthesize it. The reactants are: C[C:2]1[CH:8]2[C:9]([CH3:11])([CH3:10])[CH:6]([CH2:7]2)[C:4](=[O:5])[CH:3]=1.I([O-])(=O)(=O)=[O:13].[Na+].[OH2:18]. (3) Given the product [CH2:1]([O:8][C:9](=[O:10])[NH:11][C:12]([C:13](=[O:15])[NH:60][C:58]1[S:59][C:55]([O:54][C:53]2[CH:68]=[CH:69][C:50]([F:49])=[CH:51][CH:52]=2)=[C:56]([C:61]2[CH:66]=[CH:65][C:64]([F:67])=[CH:63][CH:62]=2)[N:57]=1)([CH3:17])[CH3:16])[C:2]1[CH:3]=[CH:4][CH:5]=[CH:6][CH:7]=1, predict the reactants needed to synthesize it. The reactants are: [CH2:1]([O:8][C:9]([NH:11][C:12]([CH3:17])([CH3:16])[C:13]([OH:15])=O)=[O:10])[C:2]1[CH:7]=[CH:6][CH:5]=[CH:4][CH:3]=1.CN(C(ON1N=NC2C=CC=CC1=2)=[N+](C)C)C.F[P-](F)(F)(F)(F)F.CCN(CC)CC.[F:49][C:50]1[CH:69]=[CH:68][C:53]([O:54][C:55]2[S:59][C:58]([NH2:60])=[N:57][C:56]=2[C:61]2[CH:66]=[CH:65][C:64]([F:67])=[CH:63][CH:62]=2)=[CH:52][CH:51]=1. (4) Given the product [C:1]1([S:7]([C:10]([CH:29]2[CH2:41][C:32]3[NH:33][C:34]4[CH:35]=[CH:36][C:37]([Cl:40])=[CH:38][C:39]=4[C:31]=3[CH2:30]2)([F:28])[C:11]2[O:15][N:14]=[C:13]([CH2:16][NH2:17])[N:12]=2)(=[O:9])=[O:8])[CH:2]=[CH:3][CH:4]=[CH:5][CH:6]=1, predict the reactants needed to synthesize it. The reactants are: [C:1]1([S:7]([C:10]([CH:29]2[CH2:41][C:32]3[NH:33][C:34]4[CH:35]=[CH:36][C:37]([Cl:40])=[CH:38][C:39]=4[C:31]=3[CH2:30]2)([F:28])[C:11]2[O:15][N:14]=[C:13]([CH2:16][N:17]3C(=O)C4C(=CC=CC=4)C3=O)[N:12]=2)(=[O:9])=[O:8])[CH:6]=[CH:5][CH:4]=[CH:3][CH:2]=1.NN. (5) Given the product [CH:1]1([CH2:4][O:5][C:6]2[CH:7]=[CH:8][C:9]3[O:13][C:12]([CH:14]([NH:18][C:19]4[N:24]=[CH:23][C:22]([C:65]([N:64]([CH3:67])[CH2:63][CH2:33][C:34]([O:36][CH2:37][CH3:38])=[O:35])=[O:66])=[CH:21][CH:20]=4)[CH:15]([CH3:16])[CH3:17])=[C:11]([CH3:28])[C:10]=3[CH:29]=2)[CH2:2][CH2:3]1, predict the reactants needed to synthesize it. The reactants are: [CH:1]1([CH2:4][O:5][C:6]2[CH:7]=[CH:8][C:9]3[O:13][C:12]([CH:14]([NH:18][C:19]4[N:24]=[CH:23][C:22](C(O)=O)=[CH:21][CH:20]=4)[CH:15]([CH3:17])[CH3:16])=[C:11]([CH3:28])[C:10]=3[CH:29]=2)[CH2:3][CH2:2]1.CNC[CH2:33][C:34]([O:36][CH2:37][CH3:38])=[O:35].ON1C2C=CC=CC=2N=N1.Cl.C(N=C=NCCCN(C)C)C.[Cl-].[NH4+].[CH3:63][N:64]([CH3:67])[CH:65]=[O:66].